From a dataset of Peptide-MHC class I binding affinity with 185,985 pairs from IEDB/IMGT. Regression. Given a peptide amino acid sequence and an MHC pseudo amino acid sequence, predict their binding affinity value. This is MHC class I binding data. (1) The peptide sequence is SLSNLDFRL. The MHC is HLA-A68:02 with pseudo-sequence HLA-A68:02. The binding affinity (normalized) is 0.711. (2) The peptide sequence is VLLEDGGVEV. The MHC is HLA-A02:01 with pseudo-sequence HLA-A02:01. The binding affinity (normalized) is 0.463.